Dataset: Reaction yield outcomes from USPTO patents with 853,638 reactions. Task: Predict the reaction yield, written as a fraction of the theoretical maximum amount of product (1.0 means a 100% yield; for example, 0.34 means a 34% yield). The reactants are [O:1]=[C:2]([N:8]1[CH2:12][CH2:11][CH2:10][CH2:9]1)[CH2:3][CH2:4][C:5]([OH:7])=O.[N:13]1[CH:18]=[CH:17][C:16]([CH2:19][CH2:20][CH2:21][NH2:22])=[CH:15][CH:14]=1. No catalyst specified. The product is [O:1]=[C:2]([N:8]1[CH2:12][CH2:11][CH2:10][CH2:9]1)[CH2:3][CH2:4][C:5]([NH:22][CH2:21][CH2:20][CH2:19][C:16]1[CH:17]=[CH:18][N:13]=[CH:14][CH:15]=1)=[O:7]. The yield is 0.560.